Dataset: Catalyst prediction with 721,799 reactions and 888 catalyst types from USPTO. Task: Predict which catalyst facilitates the given reaction. (1) Reactant: Cl.Cl.Cl.Cl.[F:5][C:6]1[CH:11]=[CH:10][C:9]([CH:12]([N:34]2[CH2:39][CH2:38][NH:37][CH2:36][CH2:35]2)[CH2:13][N:14]2[CH2:19][CH2:18][N:17]([CH2:20][CH2:21][CH2:22][CH2:23][C:24]3[C:33]4[C:28](=[CH:29][CH:30]=[CH:31][CH:32]=4)[CH:27]=[CH:26][CH:25]=3)[CH2:16][CH2:15]2)=[CH:8][CH:7]=1.[H-].[Na+].Br[CH:43]([CH3:45])[CH3:44].O. Product: [F:5][C:6]1[CH:11]=[CH:10][C:9]([CH:12]([N:34]2[CH2:39][CH2:38][N:37]([CH:43]([CH3:45])[CH3:44])[CH2:36][CH2:35]2)[CH2:13][N:14]2[CH2:19][CH2:18][N:17]([CH2:20][CH2:21][CH2:22][CH2:23][C:24]3[C:33]4[C:28](=[CH:29][CH:30]=[CH:31][CH:32]=4)[CH:27]=[CH:26][CH:25]=3)[CH2:16][CH2:15]2)=[CH:8][CH:7]=1. The catalyst class is: 9. (2) Reactant: [Cl:1][C:2]1[C:7]([Cl:8])=[CH:6][CH:5]=[CH:4][C:3]=1[CH2:9][NH2:10].[Cl:11][C:12]1[CH:17]=[CH:16][CH:15]=[CH:14][C:13]=1[CH2:18][N:19]1[C:24](=[O:25])[C:23]([C:26]([NH:28][CH2:29][C:30]([O:32]CC)=[O:31])=[O:27])=[C:22]([OH:35])[C:21]([C:36](OC)=[O:37])=[C:20]1[OH:40]. Product: [Cl:11][C:12]1[CH:17]=[CH:16][CH:15]=[CH:14][C:13]=1[CH2:18][N:19]1[C:20]([OH:40])=[C:21]([C:36]([NH:10][CH2:9][C:3]2[CH:4]=[CH:5][CH:6]=[C:7]([Cl:8])[C:2]=2[Cl:1])=[O:37])[C:22]([OH:35])=[C:23]([C:26]([NH:28][CH2:29][C:30]([O-:32])=[O:31])=[O:27])[C:24]1=[O:25].[NH4+:10]. The catalyst class is: 22. (3) Reactant: [C:1]1([C@@H:7]([N:9]2[CH2:13][CH2:12][C@H:11]3[CH2:14][NH:15][C:16](=[O:17])[C@@H:10]23)[CH3:8])[CH:6]=[CH:5][CH:4]=[CH:3][CH:2]=1.CN(C)C=O.[C:23](O[C:23]([O:25][C:26]([CH3:29])([CH3:28])[CH3:27])=[O:24])([O:25][C:26]([CH3:29])([CH3:28])[CH3:27])=[O:24].C(N(CC)C(C)C)(C)C. Product: [O:17]=[C:16]1[C@H:10]2[N:9]([C@H:7]([C:1]3[CH:6]=[CH:5][CH:4]=[CH:3][CH:2]=3)[CH3:8])[CH2:13][CH2:12][C@H:11]2[CH2:14][N:15]1[C:23]([O:25][C:26]([CH3:29])([CH3:28])[CH3:27])=[O:24]. The catalyst class is: 143. (4) Reactant: [CH3:1][S:2]([C:5]1[CH:10]=[CH:9][C:8]([CH:11]([CH2:20][CH:21]2[CH2:26][CH2:25][O:24][CH2:23][CH2:22]2)[C:12]([NH:14][C:15]2[S:16][CH:17]=[CH:18][N:19]=2)=[O:13])=[CH:7][CH:6]=1)(=[O:4])=[O:3].C1C(=O)N([Br:34])C(=O)C1. Product: [Br:34][C:17]1[S:16][C:15]([NH:14][C:12](=[O:13])[CH:11]([C:8]2[CH:7]=[CH:6][C:5]([S:2]([CH3:1])(=[O:4])=[O:3])=[CH:10][CH:9]=2)[CH2:20][CH:21]2[CH2:22][CH2:23][O:24][CH2:25][CH2:26]2)=[N:19][CH:18]=1. The catalyst class is: 53. (5) The catalyst class is: 146. Reactant: [CH3:1][O:2][C:3]1[CH:4]=[C:5]2[C:10](=[CH:11][C:12]=1[O:13][CH3:14])[N:9]=[CH:8][CH:7]=[C:6]2[O:15][C:16]1[CH:22]=[CH:21][C:19]([NH2:20])=[C:18]([CH3:23])[CH:17]=1.C(N(CC)CC)C.ClC(Cl)(O[C:35](=[O:41])OC(Cl)(Cl)Cl)Cl.[CH2:43]([N:45]([CH2:49][CH3:50])[CH2:46][CH2:47][NH2:48])[CH3:44]. Product: [CH2:43]([N:45]([CH2:49][CH3:50])[CH2:46][CH2:47][NH:48][C:35]([NH:20][C:19]1[CH:21]=[CH:22][C:16]([O:15][C:6]2[C:5]3[C:10](=[CH:11][C:12]([O:13][CH3:14])=[C:3]([O:2][CH3:1])[CH:4]=3)[N:9]=[CH:8][CH:7]=2)=[CH:17][C:18]=1[CH3:23])=[O:41])[CH3:44]. (6) Reactant: C[C:2]1[C:3]([NH2:11])=[C:4]([CH:8]=[CH:9][CH:10]=1)[C:5]([OH:7])=[O:6].[CH3:12]CN(CC)CC.[N+:19]([C:22]1[CH:23]=[C:24]([CH:28]=[CH:29][CH:30]=1)[C:25](Cl)=[O:26])([O-:21])=[O:20]. Product: [N+:19]([C:22]1[CH:23]=[C:24]([CH:28]=[CH:29][CH:30]=1)[C:25]([NH:11][C:3]1[CH:2]=[CH:10][CH:9]=[CH:8][C:4]=1[C:5]([O:7][CH3:12])=[O:6])=[O:26])([O-:21])=[O:20]. The catalyst class is: 2. (7) Reactant: [C@]12(C)C(C)(C)C(CC1)CC2C([O:12][CH:13]([C:18]1[CH:23]=[CH:22][CH:21]=[CH:20][C:19]=1[N+:24]([O-:26])=[O:25])[C:14]([CH3:17])([CH3:16])[CH3:15])=O.C([O-])([O-])=O.[K+].[K+].O.Cl. Product: [N+:24]([C:19]1[CH:20]=[CH:21][CH:22]=[CH:23][C:18]=1[CH:13]([OH:12])[C:14]([CH3:16])([CH3:15])[CH3:17])([O-:26])=[O:25]. The catalyst class is: 5. (8) Reactant: [NH:1]1[C:5]2=[CH:6][N:7]=[N:8][CH:9]=[C:4]2[N:3]=[CH:2]1.C(O[C@@H:19]1[O:41][C@H:40]([CH2:42][O:43][C:44](=[O:51])[C:45]2[CH:50]=[CH:49][CH:48]=[CH:47][CH:46]=2)[C@@H:30]([O:31][C:32](=[O:39])[C:33]2[CH:38]=[CH:37][CH:36]=[CH:35][CH:34]=2)[C@@:20]1([CH3:52])[O:21][C:22](=[O:29])[C:23]1[CH:28]=[CH:27][CH:26]=[CH:25][CH:24]=1)(=O)C1C=CC=CC=1.C1CCN2C(=NCCC2)CC1.[Si]([O:68]S(C(F)(F)F)(=O)=O)(C)(C)C.[Na]. Product: [CH3:52][C@@:20]1([O:21][C:22](=[O:29])[C:23]2[CH:28]=[CH:27][CH:26]=[CH:25][CH:24]=2)[C@H:30]([O:31][C:32](=[O:39])[C:33]2[CH:38]=[CH:37][CH:36]=[CH:35][CH:34]=2)[C@@H:40]([CH2:42][O:43][C:44](=[O:51])[C:45]2[CH:50]=[CH:49][CH:48]=[CH:47][CH:46]=2)[O:41][C@H:19]1[N:1]1[C:5]2=[CH:6][N:7]=[N:8][C:9](=[O:68])[C:4]2=[N:3][CH2:2]1. The catalyst class is: 10. (9) Reactant: C(Cl)(=O)C(Cl)=O.[F:7][C:8]([F:22])([F:21])/[CH:9]=[CH:10]/[C:11]1[CH:19]=[CH:18][C:14]([C:15]([OH:17])=O)=[C:13]([CH3:20])[CH:12]=1.CCN(CC)CC.[N:30]1[C:39]2[C:34](=[CH:35][CH:36]=[N:37][C:38]=2[NH2:40])[CH:33]=[CH:32][CH:31]=1. Product: [CH3:20][C:13]1[CH:12]=[C:11](/[CH:10]=[CH:9]/[C:8]([F:7])([F:22])[F:21])[CH:19]=[CH:18][C:14]=1[C:15]([NH:40][C:38]1[N:37]=[CH:36][CH:35]=[C:34]2[C:39]=1[N:30]=[CH:31][CH:32]=[CH:33]2)=[O:17]. The catalyst class is: 2. (10) Reactant: Br[C:2]1[N:6]2[C:7]3[C:12]([CH2:13][CH2:14][C:5]2=[C:4]([C:21]([O:23][CH2:24][CH3:25])=[O:22])[N:3]=1)=[CH:11][C:10]([O:15][CH3:16])=[C:9]([CH2:17][CH:18]([CH3:20])[CH3:19])[CH:8]=3.[S:26]1[CH:30]=[CH:29][C:28](B(O)O)=[CH:27]1.C([O-])([O-])=O.[K+].[K+]. Product: [CH2:17]([C:9]1[CH:8]=[C:7]2[C:12]([CH2:13][CH2:14][C:5]3[N:6]2[C:2]([C:28]2[CH:29]=[CH:30][S:26][CH:27]=2)=[N:3][C:4]=3[C:21]([O:23][CH2:24][CH3:25])=[O:22])=[CH:11][C:10]=1[O:15][CH3:16])[CH:18]([CH3:20])[CH3:19]. The catalyst class is: 70.